Task: Predict the product of the given reaction.. Dataset: Forward reaction prediction with 1.9M reactions from USPTO patents (1976-2016) (1) Given the reactants [O:1]([C:8]1[CH:13]=[CH:12][C:11]([C:14]2[C:22]3[C:17](=[N:18][CH:19]=[N:20][C:21]=3[NH2:23])[N:16]([C@@H:24]3[CH2:29][CH2:28][CH2:27][NH:26][CH2:25]3)[N:15]=2)=[CH:10][CH:9]=1)[C:2]1[CH:7]=[CH:6][CH:5]=[CH:4][CH:3]=1.[Cl:30][CH2:31][CH2:32][C:33](Cl)=[O:34], predict the reaction product. The product is: [NH2:23][C:21]1[N:20]=[CH:19][N:18]=[C:17]2[N:16]([C@@H:24]3[CH2:29][CH2:28][CH2:27][N:26]([C:33](=[O:34])[CH2:32][CH2:31][Cl:30])[CH2:25]3)[N:15]=[C:14]([C:11]3[CH:10]=[CH:9][C:8]([O:1][C:2]4[CH:7]=[CH:6][CH:5]=[CH:4][CH:3]=4)=[CH:13][CH:12]=3)[C:22]=12. (2) Given the reactants Cl.[Cl:2][C:3]1[CH:11]=[C:10]([Cl:12])[C:9]([C:13]2[CH:18]=[CH:17][C:16]([F:19])=[CH:15][N:14]=2)=[CH:8][C:4]=1[C:5]([OH:7])=O.[NH2:20][C:21]1[N:25]([C:26]2[CH:31]=[CH:30][CH:29]=[CH:28][CH:27]=2)[N:24]=[C:23]([C:32]([O:34][CH2:35][CH3:36])=[O:33])[CH:22]=1.C(N(C(C)C)CC)(C)C.C(=O)([O-])O.[Na+], predict the reaction product. The product is: [Cl:2][C:3]1[CH:11]=[C:10]([Cl:12])[C:9]([C:13]2[CH:18]=[CH:17][C:16]([F:19])=[CH:15][N:14]=2)=[CH:8][C:4]=1[C:5]([NH:20][C:21]1[N:25]([C:26]2[CH:31]=[CH:30][CH:29]=[CH:28][CH:27]=2)[N:24]=[C:23]([C:32]([O:34][CH2:35][CH3:36])=[O:33])[CH:22]=1)=[O:7]. (3) Given the reactants C([O:3][C:4]([CH2:6][CH2:7][CH2:8][O:9][C:10]1[CH:17]=[CH:16][C:13]([CH:14]=[O:15])=[CH:12][C:11]=1[F:18])=[O:5])C.[OH-].[Na+], predict the reaction product. The product is: [C:4]([CH2:6][CH2:7][CH2:8][O:9][C:10]1[CH:17]=[CH:16][C:13]([CH:14]=[O:15])=[CH:12][C:11]=1[F:18])([OH:5])=[O:3]. (4) Given the reactants [CH3:1][O:2][C:3](=[O:18])[C@@H:4]([O:15][CH2:16][CH3:17])[CH2:5][C:6]1[C:11]([CH3:12])=[CH:10][C:9]([OH:13])=[CH:8][C:7]=1[CH3:14].Cl[CH2:20][C:21]1[N:22]=[C:23]([C:27]2[CH:32]=[CH:31][C:30]([CH:33]([CH3:35])[CH3:34])=[CH:29][CH:28]=2)[O:24][C:25]=1[CH3:26].C(C1C=CC(C=O)=CC=1)(C)C.O=P(Cl)(Cl)Cl.C(=O)([O-])[O-].[Cs+].[Cs+].[I-].[K+], predict the reaction product. The product is: [CH3:1][O:2][C:3](=[O:18])[C@@H:4]([O:15][CH2:16][CH3:17])[CH2:5][C:6]1[C:11]([CH3:12])=[CH:10][C:9]([O:13][CH2:20][C:21]2[N:22]=[C:23]([C:27]3[CH:28]=[CH:29][C:30]([CH:33]([CH3:35])[CH3:34])=[CH:31][CH:32]=3)[O:24][C:25]=2[CH3:26])=[CH:8][C:7]=1[CH3:14]. (5) Given the reactants F[C:2]1[CH:7]=[CH:6][CH:5]=[CH:4][C:3]=1[N+:8]([O-:10])=[O:9].[CH:11]1([NH2:17])[CH2:16][CH2:15][CH2:14][CH2:13][CH2:12]1.C(=O)([O-])[O-].[K+].[K+], predict the reaction product. The product is: [CH:11]1([NH:17][C:2]2[CH:7]=[CH:6][CH:5]=[CH:4][C:3]=2[N+:8]([O-:10])=[O:9])[CH2:16][CH2:15][CH2:14][CH2:13][CH2:12]1. (6) Given the reactants [OH:1][N:2]=[C:3]([C:5]1[CH:13]=[CH:12][C:11]2[N:10]3[CH2:14][CH2:15][CH:16]([CH2:17][C:18]([O:20]C(C)(C)C)=[O:19])[C:9]3=[CH:8][C:7]=2[CH:6]=1)[NH2:4].[C:25]([C:27]1[CH:28]=[C:29]([CH:33]=[CH:34][C:35]=1[O:36][CH2:37][C:38]([F:41])([F:40])[F:39])[C:30](O)=O)#[N:26], predict the reaction product. The product is: [C:25]([C:27]1[CH:28]=[C:29]([C:30]2[O:1][N:2]=[C:3]([C:5]3[CH:13]=[CH:12][C:11]4[N:10]5[CH2:14][CH2:15][CH:16]([CH2:17][C:18]([OH:20])=[O:19])[C:9]5=[CH:8][C:7]=4[CH:6]=3)[N:4]=2)[CH:33]=[CH:34][C:35]=1[O:36][CH2:37][C:38]([F:39])([F:41])[F:40])#[N:26]. (7) Given the reactants Cl[C:2]1[CH:22]=[CH:21][C:5]([C:6]([NH:8][CH2:9][C:10]2[CH:15]=[CH:14][CH:13]=[C:12]([NH:16][S:17]([CH3:20])(=[O:19])=[O:18])[CH:11]=2)=[O:7])=[CH:4][N:3]=1.[CH3:23][C:24]1[CH:29]=[CH:28][C:27]([NH:30][C:31]([C:33]2[CH:37]=[CH:36][O:35][CH:34]=2)=[O:32])=[CH:26][C:25]=1B1OC(C)(C)C(C)(C)O1, predict the reaction product. The product is: [O:35]1[CH:36]=[CH:37][C:33]([C:31]([NH:30][C:27]2[CH:26]=[CH:25][C:24]([CH3:23])=[C:29]([C:2]3[CH:22]=[CH:21][C:5]([C:6]([NH:8][CH2:9][C:10]4[CH:15]=[CH:14][CH:13]=[C:12]([NH:16][S:17]([CH3:20])(=[O:19])=[O:18])[CH:11]=4)=[O:7])=[CH:4][N:3]=3)[CH:28]=2)=[O:32])=[CH:34]1.